Regression/Classification. Given a drug SMILES string, predict its toxicity properties. Task type varies by dataset: regression for continuous values (e.g., LD50, hERG inhibition percentage) or binary classification for toxic/non-toxic outcomes (e.g., AMES mutagenicity, cardiotoxicity, hepatotoxicity). Dataset: herg_karim. From a dataset of hERG potassium channel inhibition data for cardiac toxicity prediction from Karim et al.. (1) The drug is c1ccc(N2CCN(CCCCCCN3CCN(c4ccccc4)CC3)CC2)cc1. The result is 1 (blocker). (2) The molecule is CNC(=O)N(Cc1ccsc1)C1CCN([C@H](C)CCNC(=O)c2c(C)cc(Cl)nc2C)CC1. The result is 1 (blocker). (3) The drug is CC1(C)CC(NC(=O)c2n[nH]c3c2CCC3)c2cc(-c3ccc(Cl)cc3)c(-c3ccc(Cl)cc3Cl)nc2O1. The result is 0 (non-blocker). (4) The molecule is CN1C[C@@H]2C[C@H]1CN2c1ccc(-c2ccc3[nH]ccc3c2)nn1. The result is 0 (non-blocker). (5) The molecule is CS(=O)(=O)c1ccc(-c2cnn3ccc(-c4cccc(S(=O)(=O)C5CC5)c4)cc23)cc1. The result is 1 (blocker). (6) The drug is Cc1ccc2c(N3CCN(CCc4cccc(N5CCNC5=O)c4)CC3)cccc2n1. The result is 0 (non-blocker). (7) The molecule is NC(=O)c1ccc(O[C@@H]2C[C@@H]3CC[C@H](C2)N3Cc2ccccc2)nc1. The result is 1 (blocker). (8) The drug is O=C(O[C@H]1C[C@@H]2C[C@@H]3C[C@@H](C1)N2CC3=O)C1CNc2ccccc21. The result is 1 (blocker). (9) The molecule is O=C(O)[C@@H](c1ccc(OCc2ccc3ccccc3n2)cc1)C1CCCC1. The result is 0 (non-blocker).